This data is from Forward reaction prediction with 1.9M reactions from USPTO patents (1976-2016). The task is: Predict the product of the given reaction. (1) Given the reactants [N:1]1[C:6]2[CH:7]=[CH:8][S:9][C:5]=2[C:4](O)=[N:3][CH:2]=1.C(C1C=C(C(C)C)C=C(C(C)C)C=1S(Cl)(=O)=O)(C)C.C([N:32]([CH2:35][CH3:36])[CH2:33][CH3:34])C.C([N:44]1[CH2:48][CH2:47][C@@H:46]([NH2:49])[CH2:45]1)(OC(C)(C)C)=O.C(O)(C(F)(F)F)=O.CC([N:60](C)C)=O, predict the reaction product. The product is: [CH3:45][C:46]1[NH:49][N:44]=[CH:48][C:47]=1[C:2]1[N:3]=[C:4]([NH:60][C@@H:36]2[CH2:34][CH2:33][NH:32][CH2:35]2)[C:5]2[S:9][CH:8]=[CH:7][C:6]=2[N:1]=1. (2) Given the reactants [NH:1]1[CH2:6][CH2:5][O:4][CH2:3][CH2:2]1.C(=O)([O-])[O-].[Na+].[Na+].Cl[C:14]1[N:19]=[C:18]([O:20][C:21]2[CH:48]=[CH:47][CH:46]=[CH:45][C:22]=2[CH2:23][NH:24][C:25]([NH:27][C:28]2[N:32]([C:33]3[CH:38]=[CH:37][C:36]([O:39][CH3:40])=[CH:35][CH:34]=3)[N:31]=[C:30]([C:41]([CH3:44])([CH3:43])[CH3:42])[CH:29]=2)=[O:26])[CH:17]=[CH:16][N:15]=1, predict the reaction product. The product is: [O:4]1[CH2:5][CH2:6][N:1]([C:14]2[N:19]=[C:18]([O:20][C:21]3[CH:48]=[CH:47][CH:46]=[CH:45][C:22]=3[CH2:23][NH:24][C:25]([NH:27][C:28]3[N:32]([C:33]4[CH:38]=[CH:37][C:36]([O:39][CH3:40])=[CH:35][CH:34]=4)[N:31]=[C:30]([C:41]([CH3:42])([CH3:43])[CH3:44])[CH:29]=3)=[O:26])[CH:17]=[CH:16][N:15]=2)[CH2:2][CH2:3]1.